Dataset: Full USPTO retrosynthesis dataset with 1.9M reactions from patents (1976-2016). Task: Predict the reactants needed to synthesize the given product. (1) Given the product [F:31][CH:13]1[C:14](=[O:17])[CH2:15][CH2:16][N:11]([C:9]([O:8][CH2:1][C:2]2[CH:7]=[CH:6][CH:5]=[CH:4][CH:3]=2)=[O:10])[CH2:12]1, predict the reactants needed to synthesize it. The reactants are: [CH2:1]([O:8][C:9]([N:11]1[CH2:16][CH2:15][C:14](=[O:17])[CH2:13][CH2:12]1)=[O:10])[C:2]1[CH:7]=[CH:6][CH:5]=[CH:4][CH:3]=1.C(N(CC)CC)C.C[Si](Cl)(C)C.[B-](F)(F)(F)[F:31].[B-](F)(F)(F)F.C1[N+]2(CCl)CC[N+](F)(CC2)C1. (2) Given the product [CH3:47][S:44]([C:41]1[CH:42]=[CH:43][C:38]([CH2:37][O:1][C:2]2[C:11]3[N:10]=[C:9]([NH:12][C:13](=[O:20])[C:14]4[CH:19]=[CH:18][CH:17]=[N:16][CH:15]=4)[N:8]4[CH2:21][CH2:22][N:23]=[C:7]4[C:6]=3[CH:5]=[CH:4][C:3]=2[O:24][CH2:25][CH2:26][CH2:27][N:28]2[CH2:29][CH2:30][O:31][CH2:32][CH2:33]2)=[CH:39][CH:40]=1)(=[O:45])=[O:46], predict the reactants needed to synthesize it. The reactants are: [OH:1][C:2]1[C:11]2[N:10]=[C:9]([NH:12][C:13](=[O:20])[C:14]3[CH:19]=[CH:18][CH:17]=[N:16][CH:15]=3)[N:8]3[CH2:21][CH2:22][N:23]=[C:7]3[C:6]=2[CH:5]=[CH:4][C:3]=1[O:24][CH2:25][CH2:26][CH2:27][N:28]1[CH2:33][CH2:32][O:31][CH2:30][CH2:29]1.[H-].[Na+].Cl[CH2:37][C:38]1[CH:43]=[CH:42][C:41]([S:44]([CH3:47])(=[O:46])=[O:45])=[CH:40][CH:39]=1.